Task: Predict the product of the given reaction.. Dataset: Forward reaction prediction with 1.9M reactions from USPTO patents (1976-2016) (1) Given the reactants [CH2:1]([N:8]1[CH2:13][CH2:12][C:11]2([CH2:21][C:20]3[C:15](=[CH:16][CH:17]=[CH:18][CH:19]=3)[CH:14]2O)[CH2:10][CH2:9]1)[C:2]1[CH:7]=[CH:6][CH:5]=[CH:4][CH:3]=1.C([SiH](CC)CC)C, predict the reaction product. The product is: [CH2:1]([N:8]1[CH2:9][CH2:10][C:11]2([CH2:21][C:20]3[C:15](=[CH:16][CH:17]=[CH:18][CH:19]=3)[CH2:14]2)[CH2:12][CH2:13]1)[C:2]1[CH:3]=[CH:4][CH:5]=[CH:6][CH:7]=1. (2) Given the reactants [CH3:1][C:2]1[NH:3][C:4]2[C:9]([C:10]=1[CH3:11])=[C:8]([N:12]1[CH2:17][CH2:16][NH:15][CH2:14][CH2:13]1)[CH:7]=[CH:6][C:5]=2[C:18]#[N:19].[OH:20]S(O)(=O)=O.[OH-].[K+], predict the reaction product. The product is: [CH3:1][C:2]1[NH:3][C:4]2[C:9]([C:10]=1[CH3:11])=[C:8]([N:12]1[CH2:13][CH2:14][NH:15][CH2:16][CH2:17]1)[CH:7]=[CH:6][C:5]=2[C:18]([NH2:19])=[O:20]. (3) Given the reactants [CH2:1]([C:3]1[C:8]([OH:9])=[CH:7][CH:6]=[CH:5][C:4]=1[C:10]1[N:14]=[C:13]([C:15]2[CH:16]=[CH:17][C:18]([O:23][CH:24]([CH3:26])[CH3:25])=[C:19]([CH:22]=2)[C:20]#[N:21])[O:12][N:11]=1)[CH3:2].Br[CH2:28][C:29]([O:31][CH2:32][CH3:33])=[O:30].C(=O)([O-])[O-].[K+].[K+].O, predict the reaction product. The product is: [C:20]([C:19]1[CH:22]=[C:15]([C:13]2[O:12][N:11]=[C:10]([C:4]3[C:3]([CH2:1][CH3:2])=[C:8]([O:9][CH2:28][C:29]([O:31][CH2:32][CH3:33])=[O:30])[CH:7]=[CH:6][CH:5]=3)[N:14]=2)[CH:16]=[CH:17][C:18]=1[O:23][CH:24]([CH3:25])[CH3:26])#[N:21]. (4) Given the reactants [CH3:1][C:2]1[C:7]([NH:8][C:9](=[O:15])[O:10][C:11]([CH3:14])([CH3:13])[CH3:12])=[C:6]([CH3:16])[N:5]=[C:4]([O:17][CH2:18][C:19]([N:21]([CH3:28])[CH:22]2[CH2:27][CH2:26][NH:25][CH2:24][CH2:23]2)=[O:20])[N:3]=1.[CH3:29][O:30][CH2:31][CH2:32]Br, predict the reaction product. The product is: [CH3:29][O:30][CH2:31][CH2:32][N:25]1[CH2:24][CH2:23][CH:22]([N:21]([CH3:28])[C:19](=[O:20])[CH2:18][O:17][C:4]2[N:3]=[C:2]([CH3:1])[C:7]([NH:8][C:9](=[O:15])[O:10][C:11]([CH3:14])([CH3:12])[CH3:13])=[C:6]([CH3:16])[N:5]=2)[CH2:27][CH2:26]1. (5) Given the reactants [CH3:1][C:2]1[CH:3]=[CH:4][C:5]([N:8]([CH:16]2[CH2:21][CH2:20][N:19]([CH2:22][CH2:23][C:24]3([CH2:30][C:31]([NH:33][O:34]C(C)(C)C)=[O:32])[CH2:29][CH2:28][CH2:27][CH2:26][CH2:25]3)[CH2:18][CH2:17]2)[C:9]([C:11]2[O:12][CH:13]=[CH:14][CH:15]=2)=[O:10])=[N:6][CH:7]=1.FC(F)(F)C(O)=O, predict the reaction product. The product is: [CH3:1][C:2]1[CH:3]=[CH:4][C:5]([N:8]([CH:16]2[CH2:17][CH2:18][N:19]([CH2:22][CH2:23][C:24]3([CH2:30][C:31]([NH:33][OH:34])=[O:32])[CH2:25][CH2:26][CH2:27][CH2:28][CH2:29]3)[CH2:20][CH2:21]2)[C:9]([C:11]2[O:12][CH:13]=[CH:14][CH:15]=2)=[O:10])=[N:6][CH:7]=1. (6) Given the reactants [Cl-].[Al+3].[Cl-].[Cl-].[H-].[Al+3].[Li+].[H-].[H-].[H-].[Cl:11][C:12]1[CH:13]=[CH:14][C:15]2[O:26][C:25]3[CH:27]=[CH:28][CH:29]=[CH:30][C:24]=3[C@H:18]3[C:19](=O)[N:20]([CH3:22])[CH2:21][C@@H:17]3[C:16]=2[CH:31]=1.C(C(C(C([O-])=O)O)O)([O-])=O.[Na+].[Na+], predict the reaction product. The product is: [Cl:11][C:12]1[CH:13]=[CH:14][C:15]2[O:26][C:25]3[CH:27]=[CH:28][CH:29]=[CH:30][C:24]=3[C@H:18]3[CH2:19][N:20]([CH3:22])[CH2:21][C@@H:17]3[C:16]=2[CH:31]=1. (7) Given the reactants [CH2:1]([C:3]1[CH:4]=[N:5][C:6]([O:9][CH:10]2[CH2:15][CH2:14][CH:13]([OH:16])[CH2:12][CH2:11]2)=[N:7][CH:8]=1)[CH3:2].CCN(CC)CC.[CH3:24][S:25](Cl)(=[O:27])=[O:26], predict the reaction product. The product is: [CH3:24][S:25]([O:16][CH:13]1[CH2:14][CH2:15][CH:10]([O:9][C:6]2[N:7]=[CH:8][C:3]([CH2:1][CH3:2])=[CH:4][N:5]=2)[CH2:11][CH2:12]1)(=[O:27])=[O:26]. (8) The product is: [NH2:27][CH2:2][CH2:3][O:4][C:5]1[CH:6]=[C:7]2[C:12](=[CH:13][C:14]=1[O:15][CH3:16])[N:11]=[CH:10][N:9]=[C:8]2[NH:17][C:18]1[CH:23]=[CH:22][C:21]([F:24])=[C:20]([Cl:25])[CH:19]=1. Given the reactants Br[CH2:2][CH2:3][O:4][C:5]1[CH:6]=[C:7]2[C:12](=[CH:13][C:14]=1[O:15][CH3:16])[N:11]=[CH:10][N:9]=[C:8]2[NH:17][C:18]1[CH:23]=[CH:22][C:21]([F:24])=[C:20]([Cl:25])[CH:19]=1.O.[NH2:27]N, predict the reaction product. (9) Given the reactants [CH2:1]([O:3][C:4](=[O:21])[CH:5]([C:15]1[CH:20]=[CH:19][CH:18]=[CH:17][CH:16]=1)[CH2:6][NH:7][CH2:8][C:9]1[CH:14]=[CH:13][CH:12]=[CH:11][CH:10]=1)[CH3:2].[C:22]([O:26][CH2:27][CH3:28])(=[O:25])[CH:23]=[CH2:24].C(O)(=O)C, predict the reaction product. The product is: [CH2:1]([O:3][C:4](=[O:21])[CH:5]([C:15]1[CH:20]=[CH:19][CH:18]=[CH:17][CH:16]=1)[CH2:6][N:7]([CH2:8][C:9]1[CH:10]=[CH:11][CH:12]=[CH:13][CH:14]=1)[CH2:24][CH2:23][C:22]([O:26][CH2:27][CH3:28])=[O:25])[CH3:2].